Dataset: Reaction yield outcomes from USPTO patents with 853,638 reactions. Task: Predict the reaction yield, written as a fraction of the theoretical maximum amount of product (1.0 means a 100% yield; for example, 0.34 means a 34% yield). (1) The reactants are [C:1]([O:5][C:6]([N:8]([C:37]([O:39][C:40]([CH3:43])([CH3:42])[CH3:41])=[O:38])[C:9]1[C:10]([C:16]2[O:20][C:19]([C:21]3[CH:26]=[CH:25][C:24]([CH2:27][N:28]([CH3:36])[C:29](=[O:35])[O:30][C:31]([CH3:34])([CH3:33])[CH3:32])=[CH:23][CH:22]=3)=[N:18][N:17]=2)=[N:11][C:12](Br)=[CH:13][N:14]=1)=[O:7])([CH3:4])([CH3:3])[CH3:2].[F:44][C:45]1[CH:50]=[C:49]([S:51]([CH:54]([CH3:56])[CH3:55])(=[O:53])=[O:52])[CH:48]=[CH:47][C:46]=1B1OC(C)(C)C(C)(C)O1.C([O-])([O-])=O.[Na+].[Na+]. The catalyst is CN(C=O)C.Cl[Pd](Cl)([P](C1C=CC=CC=1)(C1C=CC=CC=1)C1C=CC=CC=1)[P](C1C=CC=CC=1)(C1C=CC=CC=1)C1C=CC=CC=1. The product is [C:1]([O:5][C:6]([N:8]([C:37]([O:39][C:40]([CH3:43])([CH3:42])[CH3:41])=[O:38])[C:9]1[C:10]([C:16]2[O:20][C:19]([C:21]3[CH:26]=[CH:25][C:24]([CH2:27][N:28]([CH3:36])[C:29](=[O:35])[O:30][C:31]([CH3:34])([CH3:33])[CH3:32])=[CH:23][CH:22]=3)=[N:18][N:17]=2)=[N:11][C:12]([C:46]2[CH:47]=[CH:48][C:49]([S:51]([CH:54]([CH3:55])[CH3:56])(=[O:53])=[O:52])=[CH:50][C:45]=2[F:44])=[CH:13][N:14]=1)=[O:7])([CH3:4])([CH3:3])[CH3:2]. The yield is 0.960. (2) The reactants are [Cl:1][C:2]1[CH:7]=[CH:6][C:5]([CH3:8])=[CH:4][C:3]=1[OH:9].[C:10](=O)([O-])[O-].[K+].[K+].CI. The catalyst is CN(C=O)C. The yield is 0.920. The product is [Cl:1][C:2]1[CH:7]=[CH:6][C:5]([CH3:8])=[CH:4][C:3]=1[O:9][CH3:10]. (3) The reactants are [CH3:1][C:2]1[CH:19]=[CH:18][C:5]([C:6]([NH:8][CH:9]([C:15](=[O:17])[CH3:16])[CH2:10][C:11]([O:13][CH3:14])=[O:12])=O)=[CH:4][CH:3]=1.OS(O)(=O)=O. The catalyst is C(OC(=O)C)(=O)C. The product is [CH3:14][O:13][C:11](=[O:12])[CH2:10][C:9]1[N:8]=[C:6]([C:5]2[CH:18]=[CH:19][C:2]([CH3:1])=[CH:3][CH:4]=2)[O:17][C:15]=1[CH3:16]. The yield is 0.870. (4) The yield is 1.00. The catalyst is CO.[OH-].[OH-].[Pd+2]. The product is [N:12]1[C:11]2[CH2:26][CH2:27][NH:8][CH2:9][C:10]=2[C:15]([O:16][C@H:17]2[CH2:21][CH2:20][N:19]([C:22](=[O:25])[CH2:23][CH3:24])[CH2:18]2)=[N:14][CH:13]=1. The reactants are C([N:8]1[CH2:27][CH2:26][C:11]2[N:12]=[CH:13][N:14]=[C:15]([O:16][C@H:17]3[CH2:21][CH2:20][N:19]([C:22](=[O:25])[CH2:23][CH3:24])[CH2:18]3)[C:10]=2[CH2:9]1)C1C=CC=CC=1.C([O-])=O.[NH4+].